Dataset: Forward reaction prediction with 1.9M reactions from USPTO patents (1976-2016). Task: Predict the product of the given reaction. (1) Given the reactants [CH2:1](Br)[CH2:2][CH2:3][CH2:4][CH2:5][CH2:6][CH2:7][CH2:8][CH2:9][CH2:10][CH2:11][CH3:12].[Na+].[I-].[H-].[Na+].[CH3:18][O:19][C:20]([C:22]1[CH:31]=[CH:30][C:29]2[C:24](=[C:25]([OH:32])[CH:26]=[CH:27][CH:28]=2)[N:23]=1)=[O:21], predict the reaction product. The product is: [CH3:18][O:19][C:20]([C:22]1[CH:31]=[CH:30][C:29]2[C:24](=[C:25]([O:32][CH2:1][CH2:2][CH2:3][CH2:4][CH2:5][CH2:6][CH2:7][CH2:8][CH2:9][CH2:10][CH2:11][CH3:12])[CH:26]=[CH:27][CH:28]=2)[N:23]=1)=[O:21]. (2) Given the reactants [CH2:1]([N:8]([CH:16]1[CH2:22][CH2:21][CH2:20][C:19]2[CH:23]=[CH:24][C:25](OC(F)(F)F)=[CH:26][C:18]=2[CH2:17]1)[C:9]([O:11][C:12]([CH3:15])([CH3:14])[CH3:13])=[O:10])[C:2]1[CH:7]=[CH:6]C=[CH:4][CH:3]=1.[C:32]1(B(O)O)[CH:37]=[CH:36][CH:35]=[CH:34][CH:33]=1.[C:41](=O)([O-])[O-].[Na+].[Na+], predict the reaction product. The product is: [CH2:1]([N:8]([C:9]([O:11][C:12]([CH3:13])([CH3:14])[CH3:15])=[O:10])[CH:16]1[CH2:22][CH2:21][CH2:20][C:19]2[CH:23]=[CH:24][C:25]([C:32]3[CH:37]=[CH:36][CH:35]=[CH:34][CH:33]=3)=[CH:26][C:18]=2[CH2:17]1)[C:2]1[CH:3]=[CH:4][CH:41]=[CH:6][CH:7]=1. (3) Given the reactants C(OC([N:8]1[CH2:13][CH2:12][N:11]([CH2:14][C@H:15]([OH:28])[C:16]2[C:25]3[C:20](=[CH:21][CH:22]=[C:23]([O:26][CH3:27])[CH:24]=3)[N:19]=[CH:18][CH:17]=2)[CH2:10][CH2:9]1)=O)(C)(C)C.FC(F)(F)C(O)=O, predict the reaction product. The product is: [CH3:27][O:26][C:23]1[CH:24]=[C:25]2[C:20](=[CH:21][CH:22]=1)[N:19]=[CH:18][CH:17]=[C:16]2[C@@H:15]([OH:28])[CH2:14][N:11]1[CH2:12][CH2:13][NH:8][CH2:9][CH2:10]1. (4) The product is: [CH3:1][NH:3][C@H:4]([CH2:8][C:9]1[S:10][CH:11]=[CH:12][CH:13]=1)[CH2:5][OH:6]. Given the reactants [CH:1]([NH:3][C@H:4]([CH2:8][C:9]1[S:10][CH:11]=[CH:12][CH:13]=1)[C:5](O)=[O:6])=O.[BH4-].[Na+].II.CO, predict the reaction product. (5) Given the reactants [Cl:1][C:2]1[CH:7]=[CH:6][N:5]=[C:4]([CH3:8])[C:3]=1[O:9][CH3:10].[OH2:11].OO, predict the reaction product. The product is: [Cl:1][C:2]1[CH:7]=[CH:6][N+:5]([O-:11])=[C:4]([CH3:8])[C:3]=1[O:9][CH3:10].